From a dataset of Catalyst prediction with 721,799 reactions and 888 catalyst types from USPTO. Predict which catalyst facilitates the given reaction. The catalyst class is: 6. Reactant: [C:1]1([OH:7])[CH:6]=[CH:5][CH:4]=[CH:3][CH:2]=1.CN(C=O)C.C([O-])([O-])=O.[Cs+].[Cs+].[Br:19][C:20]1[CH:25]=[CH:24][C:23]([CH2:26]Br)=[CH:22][CH:21]=1. Product: [Br:19][C:20]1[CH:25]=[CH:24][C:23]([CH2:26][O:7][C:1]2[CH:6]=[CH:5][CH:4]=[CH:3][CH:2]=2)=[CH:22][CH:21]=1.